This data is from Reaction yield outcomes from USPTO patents with 853,638 reactions. The task is: Predict the reaction yield, written as a fraction of the theoretical maximum amount of product (1.0 means a 100% yield; for example, 0.34 means a 34% yield). The reactants are [Cl:1][C:2]1[CH:7]=[CH:6][C:5]([C:8]2[CH:12]=[CH:11][N:10]([C:13]3[CH:14]=[CH:15][C:16]4[O:21][CH2:20][C:19]([C:22]([O:24]C)=[O:23])=[CH:18][C:17]=4[CH:26]=3)[N:9]=2)=[CH:4][C:3]=1[CH2:27][NH:28][C:29]([O:31][CH3:32])=[O:30].[OH-].[Na+]. The catalyst is O1CCCC1.O. The product is [Cl:1][C:2]1[CH:7]=[CH:6][C:5]([C:8]2[CH:12]=[CH:11][N:10]([C:13]3[CH:14]=[CH:15][C:16]4[O:21][CH2:20][C:19]([C:22]([OH:24])=[O:23])=[CH:18][C:17]=4[CH:26]=3)[N:9]=2)=[CH:4][C:3]=1[CH2:27][NH:28][C:29]([O:31][CH3:32])=[O:30]. The yield is 0.730.